Dataset: Full USPTO retrosynthesis dataset with 1.9M reactions from patents (1976-2016). Task: Predict the reactants needed to synthesize the given product. Given the product [ClH:43].[C:1]([N:4]1[C:13]2[C:8](=[CH:9][C:10]([C:14]3[CH:15]=[CH:16][C:17]([CH2:20][N:21]4[CH2:26][CH2:25][NH:24][CH2:23][C:22]4=[O:34])=[CH:18][CH:19]=3)=[CH:11][CH:12]=2)[C@H:7]([NH:35][C:36](=[O:37])[O:38][CH:39]([CH3:40])[CH3:41])[CH2:6][C@@H:5]1[CH3:42])(=[O:3])[CH3:2], predict the reactants needed to synthesize it. The reactants are: [C:1]([N:4]1[C:13]2[C:8](=[CH:9][C:10]([C:14]3[CH:19]=[CH:18][C:17]([CH2:20][N:21]4[CH2:26][CH2:25][N:24](C(OC(C)(C)C)=O)[CH2:23][C:22]4=[O:34])=[CH:16][CH:15]=3)=[CH:11][CH:12]=2)[C@H:7]([NH:35][C:36]([O:38][CH:39]([CH3:41])[CH3:40])=[O:37])[CH2:6][C@@H:5]1[CH3:42])(=[O:3])[CH3:2].[ClH:43].